This data is from Reaction yield outcomes from USPTO patents with 853,638 reactions. The task is: Predict the reaction yield, written as a fraction of the theoretical maximum amount of product (1.0 means a 100% yield; for example, 0.34 means a 34% yield). The catalyst is O1CCCC1. The yield is 0.900. The reactants are [H-].[H-].[H-].[H-].[Li+].[Al+3].[CH:7]12[O:13][CH:10]([CH:11]=[CH:12]1)[CH2:9][CH:8]2[C:14](O)=[O:15]. The product is [CH:7]12[O:13][CH:10]([CH:11]=[CH:12]1)[CH2:9][CH:8]2[CH2:14][OH:15].